From a dataset of Full USPTO retrosynthesis dataset with 1.9M reactions from patents (1976-2016). Predict the reactants needed to synthesize the given product. (1) Given the product [CH3:46][S:47]([N:4]1[CH2:5][CH2:6][C@@H:2]([O:1][C:15]2[CH:22]=[CH:21][C:20]([C:23]3[N:28]=[C:27]([NH:29][C:30]4[CH:35]=[CH:34][C:33]([N:36]5[CH2:41][CH2:40][N:39]([CH:42]6[CH2:45][O:44][CH2:43]6)[CH2:38][CH2:37]5)=[CH:32][CH:31]=4)[N:26]=[CH:25][N:24]=3)=[CH:19][C:16]=2[C:17]#[N:18])[CH2:3]1)(=[O:49])=[O:48], predict the reactants needed to synthesize it. The reactants are: [OH:1][C@@H:2]1[CH2:6][CH2:5][N:4](C(OC(C)(C)C)=O)[CH2:3]1.F[C:15]1[CH:22]=[CH:21][C:20]([C:23]2[N:28]=[C:27]([NH:29][C:30]3[CH:35]=[CH:34][C:33]([N:36]4[CH2:41][CH2:40][N:39]([CH:42]5[CH2:45][O:44][CH2:43]5)[CH2:38][CH2:37]4)=[CH:32][CH:31]=3)[N:26]=[CH:25][N:24]=2)=[CH:19][C:16]=1[C:17]#[N:18].[CH3:46][S:47](Cl)(=[O:49])=[O:48]. (2) Given the product [C:1]([C:5]1[CH:6]=[C:7]2[C:11](=[CH:12][CH:13]=1)[CH2:10][CH:9]([NH2:15])[CH2:8]2)([CH3:4])([CH3:2])[CH3:3], predict the reactants needed to synthesize it. The reactants are: [C:1]([C:5]1[CH:6]=[C:7]2[C:11](=[CH:12][CH:13]=1)[C:10](=O)[C:9](=[N:15]O)[CH2:8]2)([CH3:4])([CH3:3])[CH3:2].[H][H]. (3) Given the product [Cl-:22].[CH3:18][C:19]([CH3:24])([CH3:23])[C:20]([O:2][C:3]1[CH:11]=[C:10]2[C:6]([CH2:7][CH2:8][CH:9]2[CH2:12][C:13]2[N:14]=[CH:15][NH2+:16][CH:17]=2)=[CH:5][CH:4]=1)=[O:21], predict the reactants needed to synthesize it. The reactants are: [Cl-].[OH:2][C:3]1[CH:11]=[C:10]2[C:6]([CH2:7][CH2:8][CH:9]2[CH2:12][C:13]2[N:14]=[CH:15][NH2+:16][CH:17]=2)=[CH:5][CH:4]=1.[CH3:18][C:19]([CH3:24])([CH3:23])[C:20]([Cl:22])=[O:21]. (4) Given the product [Br:4][C:5]1[C:6]([O:2][CH3:1])=[N:7][CH:8]=[N:9][C:10]=1[CH3:11], predict the reactants needed to synthesize it. The reactants are: [CH3:1][O-:2].[Na+].[Br:4][C:5]1[C:6](Cl)=[N:7][CH:8]=[N:9][C:10]=1[CH3:11]. (5) Given the product [S:1](=[O:37])(=[O:38])([O:3][CH2:4][C@H:5]1[CH2:9][C@@H:8]([NH:10][C:11]2[C:16]([C:17]([C:19]3[S:20][C:21]([CH3:35])=[C:22]([C:24]4[C:33]5[C:28](=[CH:29][CH:30]=[C:31]([Cl:34])[CH:32]=5)[CH2:27][CH2:26][N:25]=4)[CH:23]=3)=[O:18])=[CH:15][N:14]=[CH:13][N:12]=2)[CH2:7][C@@H:6]1[OH:36])[NH2:2], predict the reactants needed to synthesize it. The reactants are: [S:1](=[O:38])(=[O:37])([O:3][CH2:4][C@H:5]1[CH2:9][C@@H:8]([NH:10][C:11]2[C:16]([C:17]([C:19]3[S:20][C:21]([CH3:35])=[C:22]([C@H:24]4[C:33]5[C:28](=[CH:29][CH:30]=[C:31]([Cl:34])[CH:32]=5)[CH2:27][CH2:26][NH:25]4)[CH:23]=3)=[O:18])=[CH:15][N:14]=[CH:13][N:12]=2)[CH2:7][C@@H:6]1[OH:36])[NH2:2]. (6) Given the product [Cl:1][C:2]1[CH:7]=[C:6]([F:8])[CH:5]=[CH:4][C:3]=1[N:9]1[C:13]2=[N:14][CH:15]=[CH:16][C:17]([B:22]([OH:23])[OH:21])=[C:12]2[CH:11]=[N:10]1, predict the reactants needed to synthesize it. The reactants are: [Cl:1][C:2]1[CH:7]=[C:6]([F:8])[CH:5]=[CH:4][C:3]=1[N:9]1[C:13]2=[N:14][CH:15]=[CH:16][C:17](I)=[C:12]2[CH:11]=[N:10]1.CC1(C)C(C)(C)[O:23][B:22](B2OC(C)(C)C(C)(C)O2)[O:21]1.C([O-])(=O)C.[K+].C(Cl)Cl.